Dataset: Reaction yield outcomes from USPTO patents with 853,638 reactions. Task: Predict the reaction yield, written as a fraction of the theoretical maximum amount of product (1.0 means a 100% yield; for example, 0.34 means a 34% yield). The reactants are [CH:1]([N:14]1[CH2:19][C@@H:18]2[CH2:20][C@H:15]1[CH2:16][N:17]2C(OC(C)(C)C)=O)([C:8]1[CH:13]=[CH:12][CH:11]=[CH:10][CH:9]=1)[C:2]1[CH:7]=[CH:6][CH:5]=[CH:4][CH:3]=1.[ClH:28]. The catalyst is O1CCOCC1. The product is [ClH:28].[ClH:28].[CH:1]([N:14]1[CH2:19][C@@H:18]2[CH2:20][C@H:15]1[CH2:16][NH:17]2)([C:8]1[CH:13]=[CH:12][CH:11]=[CH:10][CH:9]=1)[C:2]1[CH:3]=[CH:4][CH:5]=[CH:6][CH:7]=1. The yield is 0.590.